Dataset: Experimentally validated miRNA-target interactions with 360,000+ pairs, plus equal number of negative samples. Task: Binary Classification. Given a miRNA mature sequence and a target amino acid sequence, predict their likelihood of interaction. (1) The miRNA is hsa-miR-9500 with sequence AAGGGAAGAUGGUGACCAC. The protein sequence of the target gene is MSVFLGPGMPSASLLVNLLSALLILFVFGETEIRFTGQTEFVVNETSTTVIRLIIERIGEPANVTAIVSLYGEDAGDFFDTYAAAFIPAGETNRTVYIAVCDDDLPEPDETFIFHLTLQKPSANVKLGWPRTVTVTILSNDNAFGIISFNMLPSIAVSEPKGRNESMPLTLIREKGTYGMVMVTFEVEGGPNPPDEDLSPVKGNITFPPGRATVIYNLTVLDDEVPENDEIFLIQLKSVEGGAEINTSRNSIEIIIKKNDSPVRFLQSIYLVPEEDHILIIPVVRGKDNNGNLIGSDEYE.... Result: 0 (no interaction). (2) The miRNA is hsa-miR-592 with sequence UUGUGUCAAUAUGCGAUGAUGU. The protein sequence of the target gene is MDVSGQETDWRSTAFRQKLVSQIEDAMRKAGVAHSKSSKDMESHVFLKAKTRDEYLSLVARLIIHFRDIHNKKSQASVSDPMNALQSLTGGPAAGAAGIGMPPRGPGQSLGGMGSLGAMGQPMSLSGQPPPGTSGMAPHSMAVVSTATPQTQLQLQQVALQQQQQQQQFQQQQQAALQQQQQQQQQQQFQAQQSAMQQQFQAVVQQQQQLQQQQQQQQHLIKLHHQNQQQIQQQQQQLQRIAQLQLQQQQQQQQQQQQQQQQALQAQPPIQQPPMQQPQPPPSQALPQQLQQMHHTQHHQ.... Result: 0 (no interaction). (3) The miRNA is hsa-miR-548p with sequence UAGCAAAAACUGCAGUUACUUU. The protein sequence of the target gene is MTLLPGDNSDYDYSALSCTSDASFHPAFLPQRQAIKGAFYRRAQRLRPQDEPRQGCQPEDRRRRIIINVGGIKYSLPWTTLDEFPLTRLGQLKACTNFDDILNVCDDYDVTCNEFFFDRNPGAFGTILTFLRAGKLRLLREMCALSFQEELLYWGIAEDHLDGCCKRRYLQKIEEFAEMVEREEEDDALDSEGRDSEGPAEGEGRLGRCMRRLRDMVERPHSGLPGKVFACLSVLFVTVTAVNLSVSTLPSLREEEEQGHCSQMCHNVFIVESVCVGWFSLEFLLRLIQAPSKFAFLRSP.... Result: 0 (no interaction).